Task: Predict which catalyst facilitates the given reaction.. Dataset: Catalyst prediction with 721,799 reactions and 888 catalyst types from USPTO (1) Reactant: [Cl:1][C:2]1[CH:3]=[C:4]([CH:7]=[CH:8][C:9]=1[Cl:10])[CH:5]=[O:6].[Cl:11][C:12]1[CH:17]=[CH:16][C:15]([Mg]Br)=[CH:14][CH:13]=1. Product: [Cl:11][C:12]1[CH:17]=[CH:16][C:15]([CH:5]([C:4]2[CH:7]=[CH:8][C:9]([Cl:10])=[C:2]([Cl:1])[CH:3]=2)[OH:6])=[CH:14][CH:13]=1. The catalyst class is: 28. (2) Reactant: [Cl:1][C:2]1[CH:7]=[CH:6][C:5]([NH:8][C:9](=[O:22])/[C:10](=[CH:13]/[C:14]2[CH:19]=[CH:18][CH:17]=[C:16]([O:20]C)[CH:15]=2)/[CH2:11][CH3:12])=[CH:4][C:3]=1[C:23]([F:26])([F:25])[F:24].B(Br)(Br)Br. Product: [OH:20][C:16]1[CH:15]=[C:14]([CH:19]=[CH:18][CH:17]=1)/[CH:13]=[C:10](\[CH2:11][CH3:12])/[C:9]([NH:8][C:5]1[CH:6]=[CH:7][C:2]([Cl:1])=[C:3]([C:23]([F:26])([F:24])[F:25])[CH:4]=1)=[O:22]. The catalyst class is: 2. (3) Reactant: C(OC([N:8]1[CH2:13][CH:12]2[CH2:14][C:9]1=[CH:10][N:11]2[C:15]1[N:20]2[CH:21]=[N:22][N:23]=[C:19]2[CH:18]=[C:17]([C:24]2[CH:29]=[CH:28][N:27]=[C:26]([NH:30][CH:31]([C:33]3[CH:38]=[CH:37][CH:36]=[CH:35][CH:34]=3)[CH3:32])[CH:25]=2)[N:16]=1)=O)(C)(C)C.Cl. Product: [C@H:12]12[CH2:14][C@H:9]([NH:8][CH2:13]1)[CH2:10][N:11]2[C:15]1[N:23]2[N:22]=[CH:21][N:20]=[C:19]2[CH:18]=[C:17]([C:24]2[CH:29]=[CH:28][N:27]=[C:26]([NH:30][C@H:31]([C:33]3[CH:38]=[CH:37][CH:36]=[CH:35][CH:34]=3)[CH3:32])[CH:25]=2)[N:16]=1. The catalyst class is: 169. (4) Reactant: [C:1]([NH:5][C:6](=[O:8])[OH:7])([CH3:4])([CH3:3])[CH3:2].C([Si](C)(C)[O:14][CH2:15][CH2:16][CH2:17][CH2:18][CH2:19][CH2:20][CH2:21][CH2:22][CH2:23][CH2:24][CH2:25][CH2:26][C:27]1([S:30]([NH2:33])(=[O:32])=[O:31])[CH2:29][CH2:28]1)(C)(C)C.CCCC[N+](CCCC)(CCCC)CCCC.[F-].[NH4+].[Cl-]. Product: [C:1]([NH:5][C:6](=[O:7])[OH:8])([CH3:4])([CH3:3])[CH3:2].[OH:14][CH2:15][CH2:16][CH2:17][CH2:18][CH2:19][CH2:20][CH2:21][CH2:22][CH2:23][CH2:24][CH2:25][CH2:26][C:27]1([S:30]([NH2:33])(=[O:31])=[O:32])[CH2:28][CH2:29]1. The catalyst class is: 1. (5) Reactant: C(OC(=O)[NH:7][C:8]1([C:12]2[CH:17]=[CH:16][C:15]([C:18]3[C:27]([C:28]4[CH:33]=[CH:32][CH:31]=[CH:30][CH:29]=4)=[CH:26][C:25]4[C:24]5=[N:34][N:35]=[C:36]([C:37]6[N:42]=[CH:41][CH:40]=[CH:39][N:38]=6)[N:23]5[CH:22]=[CH:21][C:20]=4[N:19]=3)=[CH:14][CH:13]=2)[CH2:11][CH2:10][CH2:9]1)(C)(C)C.[ClH:44].CCOC(C)=O. Product: [ClH:44].[C:28]1([C:27]2[C:18]([C:15]3[CH:14]=[CH:13][C:12]([C:8]4([NH2:7])[CH2:11][CH2:10][CH2:9]4)=[CH:17][CH:16]=3)=[N:19][C:20]3[CH:21]=[CH:22][N:23]4[C:36]([C:37]5[N:38]=[CH:39][CH:40]=[CH:41][N:42]=5)=[N:35][N:34]=[C:24]4[C:25]=3[CH:26]=2)[CH:29]=[CH:30][CH:31]=[CH:32][CH:33]=1. The catalyst class is: 100. (6) Reactant: [NH:1]1[CH2:5][CH2:4][C@H:3]([NH:6][C:7](=[O:13])[O:8][C:9]([CH3:12])([CH3:11])[CH3:10])[CH2:2]1.C([O-])(=O)C.[Na+].[N:19]#[C:20]Br. Product: [C:20]([N:1]1[CH2:5][CH2:4][C@H:3]([NH:6][C:7](=[O:13])[O:8][C:9]([CH3:10])([CH3:12])[CH3:11])[CH2:2]1)#[N:19]. The catalyst class is: 5. (7) Reactant: Cl[C:2]1[N:7]=[C:6]([Cl:8])[N:5]([C:9]2[CH:14]=[CH:13][C:12]([F:15])=[CH:11][CH:10]=2)[CH2:4][N:3]=1.C([N:19](C(C)C)CC)(C)C.[NH2:25][C:26]1[CH:31]=[CH:30][C:29]([CH3:32])=[CH:28][CH:27]=1.O. Product: [Cl:8][C:6]1[N:19]=[C:4]([NH:5][C:9]2[CH:10]=[CH:11][C:12]([F:15])=[CH:13][CH:14]=2)[N:3]=[C:2]([NH:25][C:26]2[CH:31]=[CH:30][C:29]([CH3:32])=[CH:28][CH:27]=2)[N:7]=1. The catalyst class is: 10. (8) Reactant: OS(O)(=O)=O.[S:6]1[CH:10]=[CH:9][C:8]([C:11](O)([CH2:17][CH2:18][CH2:19][CH2:20][CH3:21])[CH2:12][CH2:13][CH2:14][CH2:15][CH3:16])=[C:7]1[C:23]1[S:24][CH:25]=[CH:26][CH:27]=1.C(Cl)Cl. Product: [CH2:12]([C:11]1([CH2:17][CH2:18][CH2:19][CH2:20][CH3:21])[C:27]2[CH:26]=[CH:25][S:24][C:23]=2[C:7]2[S:6][CH:10]=[CH:9][C:8]1=2)[CH2:13][CH2:14][CH2:15][CH3:16]. The catalyst class is: 6. (9) Reactant: [C:1]1(=O)[CH2:6][CH2:5][CH2:4][CH2:3][C:2]1=[O:7].[NH2:9][C@@H:10]1[CH2:15][CH2:14][CH2:13][CH2:12][C@H:11]1[OH:16]. Product: [OH:16][C@@H:11]1[CH2:12][CH2:13][CH2:14][CH2:15][C@H:10]1[NH:9][C:6]1[CH2:5][CH2:4][CH2:3][C:2](=[O:7])[CH:1]=1. The catalyst class is: 11.